This data is from Reaction yield outcomes from USPTO patents with 853,638 reactions. The task is: Predict the reaction yield, written as a fraction of the theoretical maximum amount of product (1.0 means a 100% yield; for example, 0.34 means a 34% yield). (1) The reactants are [CH:1]1([N:4]([CH3:19])[CH2:5][C:6]2[CH:11]=[CH:10][C:9]([CH3:12])=[C:8]([C:13]#[C:14][Si](C)(C)C)[CH:7]=2)[CH2:3][CH2:2]1.C(=O)([O-])[O-].[K+].[K+]. The catalyst is CO. The product is [CH:1]1([N:4]([CH2:5][C:6]2[CH:11]=[CH:10][C:9]([CH3:12])=[C:8]([C:13]#[CH:14])[CH:7]=2)[CH3:19])[CH2:3][CH2:2]1. The yield is 0.960. (2) The reactants are [O:1]=[C:2]1[CH2:5][CH:4](C(O)=O)[CH2:3]1.CC[N:11]([CH:15](C)C)C(C)C.C1C=CC(P(N=[N+]=[N-])(C2C=CC=CC=2)=[O:25])=CC=1.[CH2:35]([OH:42])[C:36]1[CH:41]=[CH:40][CH:39]=[CH:38][CH:37]=1. The catalyst is C1(C)C=CC=CC=1. The product is [O:1]=[C:2]1[CH2:3][CH:4]([NH:11][C:15](=[O:25])[O:42][CH2:35][C:36]2[CH:41]=[CH:40][CH:39]=[CH:38][CH:37]=2)[CH2:5]1. The yield is 0.500. (3) The reactants are [C:1]([N:4]1[C:8]2[CH:9]=[N:10][C:11]3[CH:12]=[CH:13][C:14](Br)=[CH:15][C:16]=3[C:7]=2[C:6]([C:18]2[CH:23]=[CH:22][C:21]([C:24]([CH3:28])([CH3:27])[C:25]#[N:26])=[CH:20][CH:19]=2)=[N:5]1)(=[O:3])[CH3:2].[B:29]1([B:29]2[O:33][C:32]([CH3:35])([CH3:34])[C:31]([CH3:37])([CH3:36])[O:30]2)[O:33][C:32]([CH3:35])([CH3:34])[C:31]([CH3:37])([CH3:36])[O:30]1.CC([O-])=O.[K+]. The catalyst is C1(C)C=CC=CC=1.O.C1C=CC(P(C2C=CC=CC=2)[C-]2C=CC=C2)=CC=1.C1C=CC(P(C2C=CC=CC=2)[C-]2C=CC=C2)=CC=1.Cl[Pd]Cl.[Fe+2]. The product is [C:1]([N:4]1[C:8]2[CH:9]=[N:10][C:11]3[CH:12]=[CH:13][C:14]([B:29]4[O:33][C:32]([CH3:35])([CH3:34])[C:31]([CH3:37])([CH3:36])[O:30]4)=[CH:15][C:16]=3[C:7]=2[C:6]([C:18]2[CH:23]=[CH:22][C:21]([C:24]([CH3:28])([CH3:27])[C:25]#[N:26])=[CH:20][CH:19]=2)=[N:5]1)(=[O:3])[CH3:2]. The yield is 0.650. (4) The reactants are [S:1]1[CH2:5][CH2:4][NH:3][CH:2]1[CH2:6][C:7]([O:9][CH2:10][CH3:11])=[O:8].[C:12](O)(=[O:19])[C:13]1[CH:18]=[CH:17][CH:16]=[CH:15][CH:14]=1.C(Cl)CCl. The catalyst is CN(C1C=CN=CC=1)C.C(Cl)Cl. The product is [C:12]([N:3]1[CH2:4][CH2:5][S:1][CH:2]1[CH2:6][C:7]([O:9][CH2:10][CH3:11])=[O:8])(=[O:19])[C:13]1[CH:18]=[CH:17][CH:16]=[CH:15][CH:14]=1. The yield is 0.530.